From a dataset of Reaction yield outcomes from USPTO patents with 853,638 reactions. Predict the reaction yield, written as a fraction of the theoretical maximum amount of product (1.0 means a 100% yield; for example, 0.34 means a 34% yield). (1) The reactants are [Br:1][C:2]1[CH:8]=[CH:7][CH:6]=[CH:5][C:3]=1[NH2:4].C(N(CC)CC)C.[F:16][C:17]([F:28])([F:27])[C:18](O[C:18](=[O:19])[C:17]([F:28])([F:27])[F:16])=[O:19]. The catalyst is C(Cl)Cl. The product is [Br:1][C:2]1[CH:8]=[CH:7][CH:6]=[CH:5][C:3]=1[NH:4][C:18](=[O:19])[C:17]([F:28])([F:27])[F:16]. The yield is 0.890. (2) The reactants are [CH3:1][C:2]1[CH:3]=[C:4]([C:8](=[O:25])[CH2:9][C:10]2[CH:15]=[CH:14][N:13]=[C:12]([NH:16][C:17](=[O:24])[C:18]3[CH:23]=[CH:22][CH:21]=[CH:20][CH:19]=3)[CH:11]=2)[CH:5]=[CH:6][CH:7]=1.[Br:26]Br. The catalyst is C(O)(=O)C. The product is [BrH:26].[Br:26][CH:9]([C:10]1[CH:15]=[CH:14][N:13]=[C:12]([NH:16][C:17](=[O:24])[C:18]2[CH:19]=[CH:20][CH:21]=[CH:22][CH:23]=2)[CH:11]=1)[C:8]([C:4]1[CH:5]=[CH:6][CH:7]=[C:2]([CH3:1])[CH:3]=1)=[O:25]. The yield is 0.900. (3) The reactants are [NH:1]1[C:5]2=[N:6][CH:7]=[CH:8][CH:9]=[C:4]2[CH:3]=[CH:2]1.[Br:10][C:11]1[N:16]=[CH:15][C:14]([CH:17]=[O:18])=[CH:13][CH:12]=1.[OH-].[K+]. The catalyst is CO. The product is [Br:10][C:11]1[N:16]=[CH:15][C:14]([CH:17]([C:3]2[C:4]3[C:5](=[N:6][CH:7]=[CH:8][CH:9]=3)[NH:1][CH:2]=2)[OH:18])=[CH:13][CH:12]=1. The yield is 0.450. (4) The catalyst is O1CCOCC1.C(#N)C.O. The reactants are Br[C:2]1[N:3]=[CH:4][C:5]([NH:8][C:9](=[O:18])[C:10]2[C:15]([F:16])=[CH:14][CH:13]=[CH:12][C:11]=2[F:17])=[N:6][CH:7]=1.[F:19][C:20]1([F:39])[O:24][C:23]2[CH:25]=[C:26]([CH3:38])[C:27](B3OC(C)(C)C(C)(C)O3)=[CH:28][C:22]=2[O:21]1.P([O-])([O-])([O-])=O.[K+].[K+].[K+]. The product is [F:39][C:20]1([F:19])[O:24][C:23]2[CH:25]=[C:26]([CH3:38])[C:27]([C:2]3[N:3]=[CH:4][C:5]([NH:8][C:9](=[O:18])[C:10]4[C:15]([F:16])=[CH:14][CH:13]=[CH:12][C:11]=4[F:17])=[N:6][CH:7]=3)=[CH:28][C:22]=2[O:21]1. The yield is 0.780. (5) The yield is 0.320. The reactants are C(OC([N:8]1[C:17]2[C:12](=[CH:13][CH:14]=[C:15]([NH:18][C:19]([C:21]3[C:30](=[O:31])[C:29]4[C:24](=[CH:25][CH:26]=[CH:27][CH:28]=4)[NH:23][CH:22]=3)=[O:20])[CH:16]=2)[CH2:11][CH2:10][CH2:9]1)=O)(C)(C)C.C(O)(C(F)(F)F)=O. The product is [O:31]=[C:30]1[C:29]2[C:24](=[CH:25][CH:26]=[CH:27][CH:28]=2)[NH:23][CH:22]=[C:21]1[C:19]([NH:18][C:15]1[CH:16]=[C:17]2[C:12]([CH2:11][CH2:10][CH2:9][NH:8]2)=[CH:13][CH:14]=1)=[O:20]. The catalyst is C(Cl)Cl. (6) No catalyst specified. The yield is 0.570. The product is [Cl:3][C:11]1[N:12]([CH3:14])[N:13]=[C:9]([CH2:8][O:7][CH3:6])[C:10]=1[CH:18]=[O:19]. The reactants are P(Cl)(Cl)([Cl:3])=O.[CH3:6][O:7][CH2:8][C:9]1[CH2:10][C:11](=O)[N:12]([CH3:14])[N:13]=1.CN(C)[CH:18]=[O:19]. (7) The reactants are ClC1C=C(C=CC=1[C:11]1[CH:20]=[CH:19][C:18]2[C:13](=[CH:14][CH:15]=[C:16]([O:21][CH3:22])[CH:17]=2)[N:12]=1)C(O)=O.[F:23][C:24]1[CH:25]=[C:26]([CH:31]=[CH:32][C:33]=1B1OC(C)(C)C(C)(C)O1)[C:27]([O:29][CH3:30])=[O:28].C(=O)([O-])[O-].[Na+].[Na+]. The catalyst is O1CCOCC1.O.C1C=CC(P(C2C=CC=CC=2)[C-]2C=CC=C2)=CC=1.C1C=CC(P(C2C=CC=CC=2)[C-]2C=CC=C2)=CC=1.Cl[Pd]Cl.[Fe+2]. The product is [F:23][C:24]1[CH:25]=[C:26]([CH:31]=[CH:32][C:33]=1[C:11]1[CH:20]=[CH:19][C:18]2[C:13](=[CH:14][CH:15]=[C:16]([O:21][CH3:22])[CH:17]=2)[N:12]=1)[C:27]([O:29][CH3:30])=[O:28]. The yield is 0.460.